Dataset: Catalyst prediction with 721,799 reactions and 888 catalyst types from USPTO. Task: Predict which catalyst facilitates the given reaction. (1) Reactant: C[O:2][C:3](=O)[C:4](=[CH:10][C:11]1[CH:16]=[CH:15][C:14]([C:17]([O:19][C:20]([CH3:23])([CH3:22])[CH3:21])=[O:18])=[CH:13][C:12]=1[N+:24]([O-])=O)[CH2:5][C:6]([O:8][CH3:9])=[O:7]. Product: [C:20]([O:19][C:17]([C:14]1[CH:13]=[C:12]2[C:11]([CH2:10][CH:4]([CH2:5][C:6]([O:8][CH3:9])=[O:7])[C:3](=[O:2])[NH:24]2)=[CH:16][CH:15]=1)=[O:18])([CH3:23])([CH3:22])[CH3:21]. The catalyst class is: 19. (2) Product: [OH:13][C:4]1[CH:5]=[C:6]([CH:11]=[CH:12][C:3]=1[I:18])[C:7]([O:9][CH3:10])=[O:8]. Reactant: Cl.N[C:3]1[CH:12]=[CH:11][C:6]([C:7]([O:9][CH3:10])=[O:8])=[CH:5][C:4]=1[OH:13].N([O-])=O.[Na+].[I-:18].[K+]. The catalyst class is: 10. (3) Reactant: [C:1]([NH:4][C:5]1[CH:6]=[C:7]2[C:11](=[CH:12][CH:13]=1)[CH2:10][CH2:9][CH2:8]2)(=[O:3])[CH3:2].[Br:14]Br. Product: [Br:14][C:13]1[CH:12]=[C:11]2[C:7]([CH2:8][CH2:9][CH2:10]2)=[CH:6][C:5]=1[NH:4][C:1](=[O:3])[CH3:2]. The catalyst class is: 86.